From a dataset of Forward reaction prediction with 1.9M reactions from USPTO patents (1976-2016). Predict the product of the given reaction. (1) Given the reactants C1(P(C2CCCCC2)C2CCCCC2)CCCCC1.Br[C:21]1[CH:26]=[CH:25][C:24]([C:28]([F:31])([F:30])[F:29])(O)[CH2:23][CH:22]=1.[B:32]1([B:32]2[O:36][C:35]([CH3:38])([CH3:37])[C:34]([CH3:40])([CH3:39])[O:33]2)[O:36][C:35]([CH3:38])([CH3:37])[C:34]([CH3:40])([CH3:39])[O:33]1.C([O-])(=[O:52])C.[K+], predict the reaction product. The product is: [CH3:39][C:34]1([CH3:40])[C:35]([CH3:38])([CH3:37])[O:36][B:32]([C:26]2[CH:21]=[CH:22][C:23]([OH:52])=[C:24]([C:28]([F:31])([F:30])[F:29])[CH:25]=2)[O:33]1. (2) Given the reactants [CH:1]1([O:6]C(N2CCCC(N(C(=O)C)CC3C=C(C(F)(F)F)C=C(C(F)(F)F)C=3)C3C=C(C)C(OC(F)(F)F)=CC2=3)=O)C[CH2:4][CH2:3][CH2:2]1.[F:45][C:46]1([F:56])[O:50][C:49]2[CH:51]=[CH:52][C:53]([NH2:55])=[CH:54][C:48]=2[O:47]1.[C:65](O[C:65]([O:67][C:68]([CH3:71])([CH3:70])[CH3:69])=[O:66])([O:67][C:68]([CH3:71])([CH3:70])[CH3:69])=[O:66], predict the reaction product. The product is: [C:68]([O:67][C:65]([N:55]1[C:53]2[C:52](=[CH:51][C:49]3[O:50][C:46]([F:45])([F:56])[O:47][C:48]=3[CH:54]=2)[C:1](=[O:6])[CH2:2][CH2:3][CH2:4]1)=[O:66])([CH3:69])([CH3:70])[CH3:71]. (3) Given the reactants FC(F)(F)C(O)=O.[CH3:8][NH:9][C:10]([C:12]1[N:13]=[CH:14][C:15]([O:18][CH2:19][C:20]2[CH:37]=[CH:36][C:23]3[CH2:24][CH2:25][N:26](C(OC(C)(C)C)=O)[CH2:27][CH2:28][C:22]=3[CH:21]=2)=[N:16][CH:17]=1)=[O:11], predict the reaction product. The product is: [CH3:8][NH:9][C:10]([C:12]1[CH:17]=[N:16][C:15]([O:18][CH2:19][C:20]2[CH:37]=[CH:36][C:23]3[CH2:24][CH2:25][NH:26][CH2:27][CH2:28][C:22]=3[CH:21]=2)=[CH:14][N:13]=1)=[O:11]. (4) Given the reactants [CH:1]([C:4]1[CH:9]=[CH:8][C:7]([C:10]2[C:19]3[C:14](=[CH:15][CH:16]=[C:17]([O:20][CH2:21][C:22]#[CH:23])[CH:18]=3)[NH:13][C:12](=[O:24])[N:11]=2)=[CH:6][CH:5]=1)([CH3:3])[CH3:2].[O:25]1[C:27]([C:28]2[CH:33]=[CH:32][CH:31]=[CH:30][CH:29]=2)=[CH:26]1.C(=O)([O-])[O-].[K+].[K+], predict the reaction product. The product is: [OH:25][CH:27]([C:28]1[CH:33]=[CH:32][CH:31]=[CH:30][CH:29]=1)[CH2:26][N:13]1[C:14]2[C:19](=[CH:18][C:17]([O:20][CH2:21][C:22]#[CH:23])=[CH:16][CH:15]=2)[C:10]([C:7]2[CH:6]=[CH:5][C:4]([CH:1]([CH3:3])[CH3:2])=[CH:9][CH:8]=2)=[N:11][C:12]1=[O:24]. (5) The product is: [CH3:22][C:16]1[C:15]([S:12]([N:9]2[CH2:10][CH2:11][CH:6]([O:5][C:4]3[CH:23]=[CH:24][C:25]([O:41][C:40]([F:56])([F:55])[F:39])=[CH:2][CH:3]=3)[CH2:7][CH2:8]2)(=[O:14])=[O:13])=[C:19]([CH3:20])[NH:18][N:17]=1. Given the reactants Cl[C:2]1[CH:3]=[C:4]([CH:23]=[CH:24][C:25]=1Cl)[O:5][CH:6]1[CH2:11][CH2:10][N:9]([S:12]([C:15]2[C:16]([CH3:22])=[N:17][N:18](C)[C:19]=2[CH3:20])(=[O:14])=[O:13])[CH2:8][CH2:7]1.CC1C(S(Cl)(=O)=O)=C(C)NN=1.Cl.[F:39][C:40]([F:56])([F:55])[O:41]C1C=CC(OC2CCNCC2)=CC=1, predict the reaction product.